From a dataset of Forward reaction prediction with 1.9M reactions from USPTO patents (1976-2016). Predict the product of the given reaction. (1) The product is: [Cl:1][C:2]1[N:7]=[CH:6][C:5]([C:8]2[CH:17]=[CH:16][C:11]3[N:12]=[C:13]([NH:15][C:24](=[O:25])[CH2:23][O:22][CH3:21])[S:14][C:10]=3[CH:9]=2)=[CH:4][C:3]=1[N:18]([CH3:20])[CH3:19]. Given the reactants [Cl:1][C:2]1[N:7]=[CH:6][C:5]([C:8]2[CH:17]=[CH:16][C:11]3[N:12]=[C:13]([NH2:15])[S:14][C:10]=3[CH:9]=2)=[CH:4][C:3]=1[N:18]([CH3:20])[CH3:19].[CH3:21][O:22][CH2:23][C:24](Cl)=[O:25], predict the reaction product. (2) Given the reactants CC[C@H]1[C@H]2C[C@H]([C@H](OC3C4C(=CC=CC=4)C(O[C@H](C4C=CN=C5C=4C=C(OC)C=C5)[C@@H]4N5C[C@H](CC)[C@@H](CC5)C4)=NN=3)C3C=CN=C4C=3C=C([O:22]C)C=C4)N(CC2)C1.CS(N)(=O)=O.[NH2:64][C:65]1[N:66]=[CH:67][C:68]([C:84]2[CH:94]=[CH:93][C:87]([C:88]([N:90]([CH3:92])[CH3:91])=[O:89])=[CH:86][CH:85]=2)=[N:69][C:70]=1[C:71]1[O:72][C:73]([C:76]2[CH:81]=[CH:80]C(C=C)=[CH:78][CH:77]=2)=[N:74][N:75]=1.[O-]S([O-])(=S)=O.[Na+].[Na+].[Na+].[Cl-].[C:104]([OH:108])(C)([CH3:106])[CH3:105], predict the reaction product. The product is: [NH2:64][C:65]1[N:66]=[CH:67][C:68]([C:84]2[CH:94]=[CH:93][C:87]([C:88]([N:90]([CH3:92])[CH3:91])=[O:89])=[CH:86][CH:85]=2)=[N:69][C:70]=1[C:71]1[O:72][C:73]([C:76]2[CH:81]=[CH:80][C:105]([CH:104]([OH:108])[CH2:106][OH:22])=[CH:78][CH:77]=2)=[N:74][N:75]=1. (3) The product is: [F:21][C@@H:19]1[CH2:20][N:16]([C:14](=[O:15])[CH2:13][NH:12][C:7]23[CH2:10][CH2:11][C:4]([C:1]([NH:24][C:25]4[CH:30]=[CH:29][CH:28]=[CH:27][C:26]=4[C:31]([F:32])([F:33])[F:34])=[O:3])([CH2:5][CH2:6]2)[CH2:9][CH2:8]3)[C@H:17]([C:22]#[N:23])[CH2:18]1. Given the reactants [C:1]([C:4]12[CH2:11][CH2:10][C:7]([NH:12][CH2:13][C:14]([N:16]3[CH2:20][C@@H:19]([F:21])[CH2:18][C@H:17]3[C:22]#[N:23])=[O:15])([CH2:8][CH2:9]1)[CH2:6][CH2:5]2)([OH:3])=O.[NH2:24][C:25]1[CH:30]=[CH:29][CH:28]=[CH:27][C:26]=1[C:31]([F:34])([F:33])[F:32], predict the reaction product.